This data is from Full USPTO retrosynthesis dataset with 1.9M reactions from patents (1976-2016). The task is: Predict the reactants needed to synthesize the given product. (1) Given the product [NH2:1][C:2]1[C:11]2[CH:10]=[CH:9][C:8]([F:12])=[C:7]([C:28]3[C:23]([F:22])=[N:24][CH:25]=[CH:26][CH:27]=3)[C:6]=2[N:5]=[C:4]2[CH2:14][N:15]([CH:18]3[CH2:21][CH2:20][CH2:19]3)[C:16](=[O:17])[C:3]=12, predict the reactants needed to synthesize it. The reactants are: [NH2:1][C:2]1[C:11]2[CH:10]=[CH:9][C:8]([F:12])=[C:7](Br)[C:6]=2[N:5]=[C:4]2[CH2:14][N:15]([CH:18]3[CH2:21][CH2:20][CH2:19]3)[C:16](=[O:17])[C:3]=12.[F:22][C:23]1[C:28](B(O)O)=[CH:27][CH:26]=[CH:25][N:24]=1.C(=O)([O-])[O-].[Cs+].[Cs+].O. (2) Given the product [Cl:1][C:2]1[CH:9]=[C:8]([N:10]2[C@H:14]([CH2:15][O:16][CH3:17])[C@H:13]([OH:18])[C:12]([CH3:19])([CH3:20])[C:11]2=[O:21])[CH:7]=[CH:6][C:3]=1[C:4]#[N:5], predict the reactants needed to synthesize it. The reactants are: [Cl:1][C:2]1[CH:9]=[C:8]([N:10]2[CH:14]([CH2:15][O:16][CH3:17])[C:13](=[O:18])[C:12]([CH3:20])([CH3:19])[C:11]2=[O:21])[CH:7]=[CH:6][C:3]=1[C:4]#[N:5].C([BH-](C(CC)C)C(CC)C)(CC)C.[Li+].C1COCC1. (3) Given the product [Cl-:19].[S:12]([CH2:21][CH2:22][NH:23][C:24](=[O:27])[CH2:25][N:4]1[C:5]2[CH:10]=[CH:9][CH:8]=[CH:7][C:6]=2[N+:2]([CH3:1])=[C:3]1[CH3:11])[S:13][CH2:14][CH2:15][NH:16][C:17](=[O:20])[CH2:18][N:4]1[C:5]2[CH:10]=[CH:9][CH:8]=[CH:7][C:6]=2[N+:2]([CH3:1])=[C:3]1[CH3:11].[Cl-:19], predict the reactants needed to synthesize it. The reactants are: [CH3:1][N:2]1[C:6]2[CH:7]=[CH:8][CH:9]=[CH:10][C:5]=2[N:4]=[C:3]1[CH3:11].[S:12]([CH2:21][CH2:22][NH:23][C:24](=[O:27])[CH2:25]Cl)[S:13][CH2:14][CH2:15][NH:16][C:17](=[O:20])[CH2:18][Cl:19]. (4) Given the product [C:1]([O:5][C:6]([NH:8][C@H:9]([CH2:10][N:11]([CH3:21])[C:12]([O:13][CH2:14][CH2:15][Si:16]([CH3:19])([CH3:18])[CH3:17])=[O:20])[C@@H:22]([CH:24]1[CH2:29][CH2:28][CH2:27][CH2:26][CH2:25]1)[OH:23])=[O:7])([CH3:4])([CH3:3])[CH3:2], predict the reactants needed to synthesize it. The reactants are: [C:1]([O:5][C:6]([NH:8][C@@H:9]([CH:22]=[O:23])[CH2:10][N:11]([CH3:21])[C:12](=[O:20])[O:13][CH2:14][CH2:15][Si:16]([CH3:19])([CH3:18])[CH3:17])=[O:7])([CH3:4])([CH3:3])[CH3:2].[CH:24]1([Mg]Cl)[CH2:29][CH2:28][CH2:27][CH2:26][CH2:25]1. (5) Given the product [ClH:10].[Cl:10][C:11]1[C:12]([C:2]2[C:3]([F:9])=[C:4]([CH:6]=[CH:7][CH:8]=2)[NH2:5])=[N:13][CH:14]=[CH:15][CH:16]=1, predict the reactants needed to synthesize it. The reactants are: Br[C:2]1[C:3]([F:9])=[C:4]([CH:6]=[CH:7][CH:8]=1)[NH2:5].[Cl:10][C:11]1[C:12](B(O)O)=[N:13][CH:14]=[CH:15][CH:16]=1.C([O-])([O-])=O.[K+].[K+].O1CCOCC1. (6) Given the product [Br:3][CH2:4][CH2:5][O:14][C:11]1[CH:12]=[CH:13][C:8]([F:7])=[CH:9][CH:10]=1, predict the reactants needed to synthesize it. The reactants are: [OH-].[Na+].[Br:3][CH2:4][CH2:5]Br.[F:7][C:8]1[CH:13]=[CH:12][C:11]([OH:14])=[CH:10][CH:9]=1. (7) Given the product [CH:30]1([NH:28][CH:17]2[CH2:18][CH2:19][CH2:20][CH2:21][CH2:22]2)[CH2:39][CH2:37][CH2:35][CH2:33][CH2:31]1, predict the reactants needed to synthesize it. The reactants are: [C:17]1(C([C:17]2[CH:22]=[CH:21][C:20](C=CC(O)=O)=[CH:19][CH:18]=2)=C([C:17]2[CH:22]=[CH:21][CH:20]=[CH:19][CH:18]=2)CC)[CH:22]=[CH:21][CH:20]=[CH:19][CH:18]=1.[NH:28]([CH2:30][C@@H:31]([C@H:33]([C@@H:35]([C@@H:37]([CH2:39]O)O)O)O)O)C.N[C@H](C(O)=O)CCCCN. (8) Given the product [CH:1]([N:4]1[CH2:5][CH2:6][N:7]([C:10]([C@H:12]2[CH2:13][CH2:14][C@H:15]([O:18][C:19]3[CH:20]=[CH:21][C:22]([C:23]4[O:24][N:43]=[C:40]([CH3:41])[N:42]=4)=[CH:26][CH:27]=3)[CH2:16][CH2:17]2)=[O:11])[CH2:8][CH2:9]1)([CH3:3])[CH3:2], predict the reactants needed to synthesize it. The reactants are: [CH:1]([N:4]1[CH2:9][CH2:8][N:7]([C:10]([C@H:12]2[CH2:17][CH2:16][C@H:15]([O:18][C:19]3[CH:27]=[CH:26][C:22]([C:23](O)=[O:24])=[CH:21][CH:20]=3)[CH2:14][CH2:13]2)=[O:11])[CH2:6][CH2:5]1)([CH3:3])[CH3:2].C(N1C=CN=C1)(N1C=CN=C1)=O.[C:40](=[N:43]O)([NH2:42])[CH3:41].[H-].[Na+]. (9) Given the product [F:23][C:22]([F:25])([F:24])[C:18]1[CH:17]=[C:16]([O:8][C:5]2[CH:6]=[CH:7][C:2]([NH2:1])=[CH:3][CH:4]=2)[CH:21]=[CH:20][N:19]=1, predict the reactants needed to synthesize it. The reactants are: [NH2:1][C:2]1[CH:7]=[CH:6][C:5]([OH:8])=[CH:4][CH:3]=1.CC(C)([O-])C.[K+].F[C:16]1[CH:21]=[CH:20][N:19]=[C:18]([C:22]([F:25])([F:24])[F:23])[CH:17]=1. (10) The reactants are: C[Si](C)(C)[C:3]1[S:7][C:6]([S:8]([NH2:11])(=[O:10])=[O:9])=[CH:5][C:4]=1[O:12][CH3:13].[F-].C([N+](CCCC)(CCCC)CCCC)CCC. Given the product [CH3:13][O:12][C:4]1[CH:5]=[C:6]([S:8]([NH2:11])(=[O:10])=[O:9])[S:7][CH:3]=1, predict the reactants needed to synthesize it.